From a dataset of Forward reaction prediction with 1.9M reactions from USPTO patents (1976-2016). Predict the product of the given reaction. (1) Given the reactants [CH:1]1([C:7]2[NH:11][C:10](=[O:12])[C:9]3([CH2:17][CH2:16][N:15]([S:18]([CH:21]=[CH2:22])(=[O:20])=[O:19])[CH2:14][CH2:13]3)[N:8]=2)[CH2:6][CH2:5][CH2:4][CH2:3][CH2:2]1.Br[C:24]1[C:29]([CH3:30])=[CH:28][C:27]([NH:31][C:32](=[O:34])[CH3:33])=[CH:26][C:25]=1[CH3:35].C1(C)C=CC=CC=1P(C1C=CC=CC=1C)C1C=CC=CC=1C.C(N(CC)CC)C.N#N, predict the reaction product. The product is: [CH:1]1([C:7]2[NH:11][C:10](=[O:12])[C:9]3([CH2:17][CH2:16][N:15]([S:18](/[CH:21]=[CH:22]/[C:24]4[C:29]([CH3:30])=[CH:28][C:27]([NH:31][C:32](=[O:34])[CH3:33])=[CH:26][C:25]=4[CH3:35])(=[O:20])=[O:19])[CH2:14][CH2:13]3)[N:8]=2)[CH2:2][CH2:3][CH2:4][CH2:5][CH2:6]1. (2) Given the reactants [OH:1][C:2]1[CH:7]=[CH:6][C:5]([CH2:8][C:9]([OH:11])=[O:10])=[CH:4][CH:3]=1.[C:12](OC(=O)C)(=[O:14])[CH3:13], predict the reaction product. The product is: [C:12]([O:1][C:2]1[CH:3]=[CH:4][C:5]([CH2:8][C:9]([OH:11])=[O:10])=[CH:6][CH:7]=1)(=[O:14])[CH3:13]. (3) Given the reactants [F:1][C:2]1[CH:3]=[C:4]([N+:9]([O-:11])=[O:10])[CH:5]=[CH:6][C:7]=1F.C(=O)([O-])[O-].[K+].[K+].[CH3:18][NH:19][CH2:20][CH2:21][OH:22], predict the reaction product. The product is: [F:1][C:2]1[CH:3]=[C:4]([N+:9]([O-:11])=[O:10])[CH:5]=[CH:6][C:7]=1[N:19]([CH3:18])[CH2:20][CH2:21][OH:22]. (4) Given the reactants [CH3:1][O:2][CH2:3][CH2:4][O:5][CH:6]1[CH2:11][CH2:10][NH:9][CH2:8][CH2:7]1.Br[CH2:13][C:14]#[N:15], predict the reaction product. The product is: [CH3:1][O:2][CH2:3][CH2:4][O:5][CH:6]1[CH2:11][CH2:10][N:9]([CH2:13][C:14]#[N:15])[CH2:8][CH2:7]1. (5) Given the reactants Cl.[CH:2]12[NH:10][CH:6]([CH2:7][CH2:8][CH2:9]1)[CH2:5][C:4](=[O:11])[CH2:3]2.C([O-])([O-])=O.[Cs+].[Cs+].[Cl:18][C:19]1[CH:24]=[CH:23][C:22]([S:25](Cl)(=[O:27])=[O:26])=[CH:21][CH:20]=1.CCOC(C)=O, predict the reaction product. The product is: [Cl:18][C:19]1[CH:24]=[CH:23][C:22]([S:25]([N:10]2[CH:6]3[CH2:7][CH2:8][CH2:9][CH:2]2[CH2:3][C:4](=[O:11])[CH2:5]3)(=[O:27])=[O:26])=[CH:21][CH:20]=1. (6) Given the reactants [F:1][C:2]([F:25])([F:24])[C:3]1[CH:8]=[CH:7][CH:6]=[CH:5][C:4]=1[C:9]([NH:11]N1C2C=CC=C(C(O)=O)C=2N=C1)=[O:10].Cl.[CH2:27]([C:29]([NH:31][CH2:32][CH2:33][CH2:34][N:35]([CH3:37])C)=N)[CH3:28].O[N:39]1[C:43]2C=C[CH:46]=[CH:47][C:42]=2N=N1.[F:48][C:49]([F:59])([F:58])[C:50]1[CH:57]=[CH:56][CH:55]=CC=1CN.CN(C=[O:64])C, predict the reaction product. The product is: [F:59][C:49]([F:48])([F:58])[C:50]1[CH:57]=[CH:56][CH:55]=[CH:28][C:27]=1[CH2:29][NH:31][C:32]([C:33]1[C:34]2[N:35]=[CH:37][NH:39][C:43]=2[CH:42]=[C:47]([NH:11][C:9]([C:4]2[CH:5]=[CH:6][CH:7]=[CH:8][C:3]=2[C:2]([F:1])([F:24])[F:25])=[O:10])[CH:46]=1)=[O:64]. (7) Given the reactants [CH3:1][O:2][C:3]1[CH:8]=[CH:7][CH:6]=[CH:5][C:4]=1[OH:9].[OH:10][C:11]1[CH:12]=[CH:13][CH:14]=[C:15]2[C:20]=1[N:19]=[C:18](C)[CH:17]=[CH:16]2.[NH3:22], predict the reaction product. The product is: [CH3:1][O:2][C:3]1[CH:8]=[CH:7][CH:6]=[CH:5][C:4]=1[O:9][CH2:5][CH2:4][CH2:3][CH:8]([CH3:7])[O:10][C:11]1[CH:12]=[CH:13][CH:14]=[C:15]2[C:20]=1[N:19]=[C:18]([NH2:22])[CH:17]=[CH:16]2. (8) Given the reactants [Cl:1][C:2]1[CH:7]=[CH:6][C:5]([OH:8])=[CH:4][C:3]=1[CH:9]([CH3:23])[C:10]([C:16]1[CH:21]=[CH:20][N:19]=[C:18]([Cl:22])[CH:17]=1)([OH:15])[C:11]([F:14])([F:13])[F:12].[CH3:24][O:25][C:26]([C:28]1[CH:33]=[N:32][C:31](Cl)=[CH:30][N:29]=1)=[O:27], predict the reaction product. The product is: [CH3:24][O:25][C:26]([C:28]1[CH:33]=[N:32][C:31]([O:8][C:5]2[CH:6]=[CH:7][C:2]([Cl:1])=[C:3]([CH:9]([CH3:23])[C:10]([C:16]3[CH:21]=[CH:20][N:19]=[C:18]([Cl:22])[CH:17]=3)([OH:15])[C:11]([F:14])([F:13])[F:12])[CH:4]=2)=[CH:30][N:29]=1)=[O:27]. (9) Given the reactants [CH3:1][O:2][C@@H:3]1[CH2:7][CH2:6][N:5]([C:8]([C:10]2[S:18][C:17]3[C:12](=[N:13][CH:14]=[CH:15][C:16]=3[O:19][C:20]3[CH:21]=[CH:22][C:23]4[C:27]([C:28]([O:30]C)=[O:29])=[C:26]([CH3:32])[S:25][C:24]=4[CH:33]=3)[CH:11]=2)=[O:9])[CH2:4]1.O[Li].O.Cl, predict the reaction product. The product is: [CH3:1][O:2][C@@H:3]1[CH2:7][CH2:6][N:5]([C:8]([C:10]2[S:18][C:17]3[C:12](=[N:13][CH:14]=[CH:15][C:16]=3[O:19][C:20]3[CH:21]=[CH:22][C:23]4[C:27]([C:28]([OH:30])=[O:29])=[C:26]([CH3:32])[S:25][C:24]=4[CH:33]=3)[CH:11]=2)=[O:9])[CH2:4]1.